This data is from Peptide-MHC class I binding affinity with 185,985 pairs from IEDB/IMGT. The task is: Regression. Given a peptide amino acid sequence and an MHC pseudo amino acid sequence, predict their binding affinity value. This is MHC class I binding data. (1) The peptide sequence is ETFGFEIQSY. The MHC is HLA-A26:01 with pseudo-sequence HLA-A26:01. The binding affinity (normalized) is 0.668. (2) The peptide sequence is LPIDKCSRI. The MHC is HLA-B53:01 with pseudo-sequence HLA-B53:01. The binding affinity (normalized) is 0.535. (3) The peptide sequence is YTDDYPMYK. The MHC is HLA-B27:05 with pseudo-sequence HLA-B27:05. The binding affinity (normalized) is 0.0847.